This data is from Full USPTO retrosynthesis dataset with 1.9M reactions from patents (1976-2016). The task is: Predict the reactants needed to synthesize the given product. (1) Given the product [N+:10]([C:8]1[CH:7]=[CH:6][C:3]2[CH2:4][NH:5][P:24](=[O:25])([N:23]([CH2:28][CH2:29][Cl:30])[CH2:22][CH2:21][Cl:20])[NH:1][C:2]=2[CH:9]=1)([O-:12])=[O:11], predict the reactants needed to synthesize it. The reactants are: [NH2:1][C:2]1[CH:9]=[C:8]([N+:10]([O-:12])=[O:11])[CH:7]=[CH:6][C:3]=1[CH2:4][NH2:5].CCN(CC)CC.[Cl:20][CH2:21][CH2:22][N:23]([CH2:28][CH2:29][Cl:30])[P:24](Cl)(Cl)=[O:25]. (2) Given the product [Br:12][C:13]1[CH:14]=[CH:15][C:16]2[O:11][C:4]([CH:1]3[CH2:3][CH2:2]3)=[C:5]([C:6]([O:8][CH2:9][CH3:10])=[O:7])[C:17]=2[CH:18]=1, predict the reactants needed to synthesize it. The reactants are: [CH:1]1([C:4](=[O:11])[CH2:5][C:6]([O:8][CH2:9][CH3:10])=[O:7])[CH2:3][CH2:2]1.[Br:12][C:13]1[CH:18]=[CH:17][C:16](O)=[CH:15][CH:14]=1.CC.[Cl].[Cl]. (3) Given the product [Br:24][C:25]1[CH:26]=[C:27]([CH:30]=[CH:31][C:32]=1[Cl:33])[CH2:28][N:18]1[CH2:19][CH2:20][C:14]2([O:13][N:12]=[C:11]([C:8]3[CH:9]=[CH:10][C:5]([C:2]([OH:4])=[O:3])=[CH:6][CH:7]=3)[CH2:15]2)[CH2:16][CH2:17]1, predict the reactants needed to synthesize it. The reactants are: Cl.[C:2]([C:5]1[CH:10]=[CH:9][C:8]([C:11]2[CH2:15][C:14]3([CH2:20][CH2:19][NH:18][CH2:17][CH2:16]3)[O:13][N:12]=2)=[CH:7][CH:6]=1)([OH:4])=[O:3].C([BH3-])#N.[Br:24][C:25]1[CH:26]=[C:27]([CH:30]=[CH:31][C:32]=1[Cl:33])[CH:28]=O.CC(O)=O. (4) Given the product [CH3:28][C:2]([CH3:1])([CH3:27])[CH2:3][CH:4]([NH:17][C:18]1[CH:19]=[CH:23][C:24]([C:52]([N:30]([CH3:29])[CH2:31][CH2:32][C:33]([OH:35])=[O:34])=[O:51])=[CH:25][CH:26]=1)[C:5]1[CH:9]=[C:8]([C:10]2[CH:15]=[CH:14][CH:13]=[CH:12][CH:11]=2)[O:7][C:6]=1[CH3:16], predict the reactants needed to synthesize it. The reactants are: [CH3:1][C:2]([CH3:28])([CH3:27])[CH2:3][CH:4]([NH:17][C:18]1[CH:26]=[CH:25][CH:24]=[CH:23][C:19]=1C(O)=O)[C:5]1[CH:9]=[C:8]([C:10]2[CH:15]=[CH:14][CH:13]=[CH:12][CH:11]=2)[O:7][C:6]=1[CH3:16].[CH3:29][NH:30][CH2:31][CH2:32][C:33]([O:35]CC)=[O:34].Cl.C(N=C=NCCCN(C)C)C.O.[OH:51][C:52]1C2N=NNC=2C=CC=1. (5) Given the product [CH3:5][O:6][C:7]1[CH:8]=[C:9]2[C:14](=[CH:15][C:16]=1[CH:18]=[O:19])[NH:13][C:12](=[O:17])[CH2:11][CH2:10]2, predict the reactants needed to synthesize it. The reactants are: [Cl-].[Al+3].[Cl-].[Cl-].[CH3:5][O:6][C:7]1[CH:8]=[C:9]2[C:14](=[CH:15][CH:16]=1)[NH:13][C:12](=[O:17])[CH2:11][CH2:10]2.[CH3:18][O:19]C(Cl)Cl. (6) Given the product [F:16][C:17]1[CH:18]=[N:19][C:20]([O:26][C:27]2[CH:32]=[CH:31][CH:30]=[C:29]([S:33][CH3:34])[CH:28]=2)=[C:21]([CH:25]=1)[C:22]([NH:1][C:2]1[N:7]=[C:6]([OH:8])[CH:5]=[CH:4][N:3]=1)=[O:23], predict the reactants needed to synthesize it. The reactants are: [NH2:1][C:2]1[N:7]=[C:6]([OH:8])[CH:5]=[CH:4][N:3]=1.C(N(CC)CC)C.[F:16][C:17]1[CH:18]=[N:19][C:20]([O:26][C:27]2[CH:32]=[CH:31][CH:30]=[C:29]([S:33][CH3:34])[CH:28]=2)=[C:21]([CH:25]=1)[C:22](O)=[O:23].Cl.CN(C)CCCN=C=NCC.ON1C2C=CC=CC=2N=N1. (7) Given the product [Cl:1][C:2]1[C:7]([N:8]2[CH2:13][C@H:12]([CH3:14])[O:11][C@H:10]([CH3:15])[CH2:9]2)=[C:6]([CH:16]=[O:17])[N:5]=[C:4]2[C:18]([C:21]([NH:23][CH3:24])=[O:22])=[N:19][O:20][C:3]=12, predict the reactants needed to synthesize it. The reactants are: [Cl:1][C:2]1[C:7]([N:8]2[CH2:13][C@H:12]([CH3:14])[O:11][C@H:10]([CH3:15])[CH2:9]2)=[C:6]([CH2:16][OH:17])[N:5]=[C:4]2[C:18]([C:21]([NH:23][CH3:24])=[O:22])=[N:19][O:20][C:3]=12.